This data is from Full USPTO retrosynthesis dataset with 1.9M reactions from patents (1976-2016). The task is: Predict the reactants needed to synthesize the given product. (1) Given the product [N:1]1[CH:6]=[CH:5][CH:4]=[CH:3][C:2]=1[CH2:7][CH2:8][CH2:9][NH2:10], predict the reactants needed to synthesize it. The reactants are: [N:1]1[CH:6]=[CH:5][CH:4]=[CH:3][C:2]=1[CH2:7][CH2:8][CH2:9][N:10]1C(=O)C2C(=CC=CC=2)C1=O.NN. (2) The reactants are: I[C:2]1[N:3]=[CH:4][N:5]2[CH:9]=[CH:8][S:7][C:6]=12.[N+:10]([C:13]1[CH:29]=[CH:28][C:16]([CH2:17][O:18][C:19]([N:21]2[CH2:25][CH2:24][CH2:23][C@H:22]2[CH:26]=[O:27])=[O:20])=[CH:15][CH:14]=1)([O-:12])=[O:11]. Given the product [N+:10]([C:13]1[CH:29]=[CH:28][C:16]([CH2:17][O:18][C:19]([N:21]2[CH2:25][CH2:24][CH2:23][C@H:22]2[CH:26]([OH:27])[C:2]2[N:3]=[CH:4][N:5]3[CH:9]=[CH:8][S:7][C:6]=23)=[O:20])=[CH:15][CH:14]=1)([O-:12])=[O:11], predict the reactants needed to synthesize it. (3) Given the product [Br:1][C:2]1[CH:7]=[C:6]([F:8])[CH:5]=[CH:4][C:3]=1[CH:9]1[C:14]([C:15]([O:17][CH2:18][CH3:19])=[O:16])=[C:13]([CH3:20])[NH:12][C:11]([Cl:24])=[N:10]1, predict the reactants needed to synthesize it. The reactants are: [Br:1][C:2]1[CH:7]=[C:6]([F:8])[CH:5]=[CH:4][C:3]=1[CH:9]1[C:14]([C:15]([O:17][CH2:18][CH3:19])=[O:16])=[C:13]([CH3:20])[NH:12][C:11](=O)[NH:10]1.O=P(Cl)(Cl)[Cl:24]. (4) The reactants are: Br[C:2]1[CH:3]=[C:4]([C:16](=[O:18])[CH3:17])[S:5][C:6]=1[S:7][C:8]1[CH:13]=[CH:12][C:11]([Cl:14])=[CH:10][C:9]=1[Cl:15].[Cu][C:20]#[N:21]. Given the product [C:20]([C:2]1[CH:3]=[C:4]([C:16](=[O:18])[CH3:17])[S:5][C:6]=1[S:7][C:8]1[CH:13]=[CH:12][C:11]([Cl:14])=[CH:10][C:9]=1[Cl:15])#[N:21], predict the reactants needed to synthesize it.